This data is from Peptide-MHC class I binding affinity with 185,985 pairs from IEDB/IMGT. The task is: Regression. Given a peptide amino acid sequence and an MHC pseudo amino acid sequence, predict their binding affinity value. This is MHC class I binding data. (1) The peptide sequence is RTSFAFQAI. The MHC is HLA-A32:01 with pseudo-sequence HLA-A32:01. The binding affinity (normalized) is 0.877. (2) The peptide sequence is CLLTTSGVSA. The MHC is HLA-A02:01 with pseudo-sequence HLA-A02:01. The binding affinity (normalized) is 0.145. (3) The peptide sequence is CVSNLDISSV. The MHC is HLA-A02:06 with pseudo-sequence HLA-A02:06. The binding affinity (normalized) is 0.642. (4) The peptide sequence is TSPTRTWKV. The MHC is Mamu-A01 with pseudo-sequence Mamu-A01. The binding affinity (normalized) is 0.817. (5) The peptide sequence is YVAAFTSAF. The MHC is Mamu-A2201 with pseudo-sequence Mamu-A2201. The binding affinity (normalized) is 1.00. (6) The peptide sequence is VMLIGIEIL. The MHC is HLA-A02:01 with pseudo-sequence HLA-A02:01. The binding affinity (normalized) is 0.530. (7) The binding affinity (normalized) is 0.1000. The peptide sequence is RPSTKNFFEL. The MHC is HLA-A29:02 with pseudo-sequence HLA-A29:02. (8) The peptide sequence is MTYKAAFDL. The MHC is HLA-A68:02 with pseudo-sequence HLA-A68:02. The binding affinity (normalized) is 0.564. (9) The peptide sequence is CSEVPQSGY. The MHC is HLA-B39:01 with pseudo-sequence HLA-B39:01. The binding affinity (normalized) is 0.0847.